This data is from Reaction yield outcomes from USPTO patents with 853,638 reactions. The task is: Predict the reaction yield, written as a fraction of the theoretical maximum amount of product (1.0 means a 100% yield; for example, 0.34 means a 34% yield). (1) The reactants are [CH3:1][O:2][CH:3]1[CH2:6][N:5]([C:7]([N:9]2[CH2:14][CH:13]([C:15]3[CH:20]=[CH:19][C:18]([C:21]([F:24])([F:23])[F:22])=[CH:17][CH:16]=3)[CH2:12][CH:11]([C:25]([OH:27])=O)[CH2:10]2)=[O:8])[CH2:4]1.O[N:29]=[C:30]([NH2:35])[CH2:31][CH2:32][O:33][CH3:34]. No catalyst specified. The product is [CH3:1][O:2][CH:3]1[CH2:6][N:5]([C:7]([N:9]2[CH2:14][CH:13]([C:15]3[CH:20]=[CH:19][C:18]([C:21]([F:23])([F:22])[F:24])=[CH:17][CH:16]=3)[CH2:12][CH:11]([C:25]3[O:27][N:35]=[C:30]([CH2:31][CH2:32][O:33][CH3:34])[N:29]=3)[CH2:10]2)=[O:8])[CH2:4]1. The yield is 0.440. (2) The reactants are [CH3:1][N:2]1[CH2:7][CH2:6][N:5]([CH:8]2[C:16]3[C:11](=[CH:12][C:13]([C:17](OC)=[O:18])=[CH:14][CH:15]=3)[CH2:10][CH2:9]2)[CH2:4][CH2:3]1.[N:21]1[CH:26]=[CH:25][C:24]([C:27]2[CH:28]=[N:29][CH:30]=[N:31][CH:32]=2)=[N:23][C:22]=1[NH:33][C:34]1[CH:35]=[C:36]([NH2:41])[CH:37]=[CH:38][C:39]=1[CH3:40].C[Al](C)C.C(C(C(C([O-])=O)O)O)([O-])=O.[Na+].[K+]. The catalyst is C1(C)C=CC=CC=1. The product is [N:21]1[CH:26]=[CH:25][C:24]([C:27]2[CH:28]=[N:29][CH:30]=[N:31][CH:32]=2)=[N:23][C:22]=1[NH:33][C:34]1[CH:35]=[C:36]([NH:41][C:17]([C:13]2[CH:12]=[C:11]3[C:16](=[CH:15][CH:14]=2)[CH:8]([N:5]2[CH2:4][CH2:3][N:2]([CH3:1])[CH2:7][CH2:6]2)[CH2:9][CH2:10]3)=[O:18])[CH:37]=[CH:38][C:39]=1[CH3:40]. The yield is 0.450. (3) The reactants are C[O:2][C:3]1[CH:4]=[CH:5][C:6]2[C:10]([O:11][C:12]3[CH:17]=[CH:16][C:15](/[CH:18]=[CH:19]/[C:20]([NH:22][CH2:23][CH2:24][C:25]([F:28])([F:27])[F:26])=[O:21])=[CH:14][CH:13]=3)=[C:9]([C:29]3[CH:34]=[CH:33][C:32]([O:35]C)=[CH:31][CH:30]=3)[S:8][C:7]=2[CH:37]=1.B(Br)(Br)Br. The catalyst is C(Cl)Cl. The product is [OH:2][C:3]1[CH:4]=[CH:5][C:6]2[C:10]([O:11][C:12]3[CH:17]=[CH:16][C:15](/[CH:18]=[CH:19]/[C:20]([NH:22][CH2:23][CH2:24][C:25]([F:28])([F:26])[F:27])=[O:21])=[CH:14][CH:13]=3)=[C:9]([C:29]3[CH:30]=[CH:31][C:32]([OH:35])=[CH:33][CH:34]=3)[S:8][C:7]=2[CH:37]=1. The yield is 0.860. (4) The reactants are [CH2:1]([N:8]1[C:16]2[C:15](=[O:17])[N:14](CCCOC3CCCCO3)[C:13](=[O:28])[N:12]([CH2:29][O:30][CH2:31][CH2:32][Si:33]([CH3:36])([CH3:35])[CH3:34])[C:11]=2[N:10]=[C:9]1Cl)[C:2]1[CH:7]=[CH:6][CH:5]=[CH:4][CH:3]=1.[F:38][C:39]([F:49])([F:48])[O:40][C:41]1[CH:42]=[C:43]([OH:47])[CH:44]=[CH:45][CH:46]=1.C(=O)([O-])[O-].[K+].[K+]. The catalyst is CN(C=O)C. The product is [CH2:1]([N:8]1[C:16]2[C:15](=[O:17])[NH:14][C:13](=[O:28])[N:12]([CH2:29][O:30][CH2:31][CH2:32][Si:33]([CH3:34])([CH3:36])[CH3:35])[C:11]=2[N:10]=[C:9]1[O:47][C:43]1[CH:44]=[CH:45][CH:46]=[C:41]([O:40][C:39]([F:38])([F:48])[F:49])[CH:42]=1)[C:2]1[CH:3]=[CH:4][CH:5]=[CH:6][CH:7]=1. The yield is 0.873. (5) The reactants are [CH3:1][C:2]1([CH3:20])[CH2:11][C:10]2[N:9]=[C:8](OS(C(F)(F)F)(=O)=O)[CH:7]=[CH:6][C:5]=2[CH2:4][CH2:3]1.C(N(CC)CC)C.[C:28]([O:31][CH2:32]C)(=[O:30])C. The catalyst is CO.C1C=CC(P(C2C=CC=CC=2)[C-]2C=CC=C2)=CC=1.C1C=CC(P(C2C=CC=CC=2)[C-]2C=CC=C2)=CC=1.Cl[Pd]Cl.[Fe+2].C(Cl)Cl. The product is [CH3:32][O:31][C:28]([C:8]1[CH:7]=[CH:6][C:5]2[CH2:4][CH2:3][C:2]([CH3:20])([CH3:1])[CH2:11][C:10]=2[N:9]=1)=[O:30]. The yield is 0.860. (6) The reactants are Br[C:2]1[C:11]2[C:6](=[CH:7][CH:8]=[CH:9][C:10]=2[CH3:12])[CH:5]=[CH:4][CH:3]=1.[CH3:13][O:14][C:15](=[O:45])[CH2:16][C@H:17]1[C:21]2[CH:22]=[CH:23][C:24]([O:26][C@H:27]3[C:35]4[C:30](=[C:31](B5OC(C)(C)C(C)(C)O5)[CH:32]=[CH:33][CH:34]=4)[CH2:29][CH2:28]3)=[CH:25][C:20]=2[O:19][CH2:18]1. No catalyst specified. The product is [CH3:13][O:14][C:15](=[O:45])[CH2:16][C@H:17]1[C:21]2[CH:22]=[CH:23][C:24]([O:26][C@H:27]3[C:35]4[C:30](=[C:31]([C:2]5[C:11]6[C:6](=[CH:7][CH:8]=[CH:9][C:10]=6[CH3:12])[CH:5]=[CH:4][CH:3]=5)[CH:32]=[CH:33][CH:34]=4)[CH2:29][CH2:28]3)=[CH:25][C:20]=2[O:19][CH2:18]1. The yield is 0.900. (7) The reactants are C(OC([N:8]1[C:16]2[C:11](=[CH:12][C:13]([C:17](=[O:29])[NH:18][C:19]3[CH:20]=[N:21][C:22]4[C:27]([CH:28]=3)=[CH:26][CH:25]=[CH:24][CH:23]=4)=[CH:14][CH:15]=2)[CH2:10][CH2:9]1)=O)(C)(C)C. The catalyst is FC(F)(F)C(O)=O.O.ClCCl. The product is [N:21]1[C:22]2[C:27](=[CH:26][CH:25]=[CH:24][CH:23]=2)[CH:28]=[C:19]([NH:18][C:17]([C:13]2[CH:12]=[C:11]3[C:16](=[CH:15][CH:14]=2)[NH:8][CH2:9][CH2:10]3)=[O:29])[CH:20]=1. The yield is 0.990. (8) The reactants are [CH3:1][C:2]1[O:6][N:5]=[C:4]([C:7]2[CH:12]=[CH:11][CH:10]=[CH:9][CH:8]=2)[C:3]=1[CH2:13][O:14][C:15]1[CH:23]=[CH:22][C:18]([C:19]([OH:21])=O)=[CH:17][N:16]=1.[NH:24]1[CH2:27][CH2:26][CH2:25]1. No catalyst specified. The product is [N:24]1([C:19]([C:18]2[CH:17]=[N:16][C:15]([O:14][CH2:13][C:3]3[C:4]([C:7]4[CH:8]=[CH:9][CH:10]=[CH:11][CH:12]=4)=[N:5][O:6][C:2]=3[CH3:1])=[CH:23][CH:22]=2)=[O:21])[CH2:27][CH2:26][CH2:25]1. The yield is 0.280. (9) The reactants are [F:1][C:2]1[CH:13]=[CH:12][C:5]2[C:6]([CH3:11])=[C:7]([CH:9]=[O:10])[O:8][C:4]=2[CH:3]=1.[CH:14]1([Mg]Br)[CH2:19][CH2:18][CH2:17][CH2:16][CH2:15]1.[Cl-].[NH4+]. The catalyst is O1CCCC1. The product is [CH:14]1([CH:9]([C:7]2[O:8][C:4]3[CH:3]=[C:2]([F:1])[CH:13]=[CH:12][C:5]=3[C:6]=2[CH3:11])[OH:10])[CH2:19][CH2:18][CH2:17][CH2:16][CH2:15]1. The yield is 0.670. (10) The reactants are [N+:1]([C:4]1[C:9]([O:10][C:11]2[CH:12]=[C:13]([N:17]3[CH2:22][CH2:21][O:20][CH2:19][CH2:18]3)[CH:14]=[CH:15][CH:16]=2)=[CH:8][CH:7]=[CH:6][N:5]=1)([O-])=O.[H][H]. The catalyst is C(O)C.[Pd]. The product is [O:20]1[CH2:21][CH2:22][N:17]([C:13]2[CH:12]=[C:11]([CH:16]=[CH:15][CH:14]=2)[O:10][C:9]2[C:4]([NH2:1])=[N:5][CH:6]=[CH:7][CH:8]=2)[CH2:18][CH2:19]1. The yield is 0.970.